From a dataset of Reaction yield outcomes from USPTO patents with 853,638 reactions. Predict the reaction yield, written as a fraction of the theoretical maximum amount of product (1.0 means a 100% yield; for example, 0.34 means a 34% yield). The product is [C:17]([O:8][C:5]1[CH:6]=[CH:7][C:2]([F:1])=[CH:3][C:4]=1[O:9][CH3:10])(=[O:19])[CH3:18]. The reactants are [F:1][C:2]1[CH:7]=[CH:6][C:5]([OH:8])=[C:4]([O:9][CH3:10])[CH:3]=1.N1C=CC=CC=1.[C:17](Cl)(=[O:19])[CH3:18]. The yield is 0.920. The catalyst is C(Cl)Cl.CCOC(C)=O.